Dataset: Catalyst prediction with 721,799 reactions and 888 catalyst types from USPTO. Task: Predict which catalyst facilitates the given reaction. (1) Reactant: [CH2:1]([O:3][C:4]1[CH:9]=[CH:8][CH:7]=[CH:6][CH:5]=1)[CH3:2].[Al+3].[Cl-].[Cl-].[Cl-].[Br:14][C:15]1[CH:16]=[CH:17][C:18]([Cl:24])=[C:19]([CH:23]=1)[C:20](Cl)=[O:21]. Product: [Br:14][C:15]1[CH:16]=[CH:17][C:18]([Cl:24])=[C:19]([C:20]([C:7]2[CH:8]=[CH:9][C:4]([O:3][CH2:1][CH3:2])=[CH:5][CH:6]=2)=[O:21])[CH:23]=1. The catalyst class is: 2. (2) Reactant: [C:1]1([CH:7]([C:13]2[CH:18]=[CH:17][CH:16]=[CH:15][CH:14]=2)[N:8]2[CH2:11][CH:10]([OH:12])[CH2:9]2)[CH:6]=[CH:5][CH:4]=[CH:3][CH:2]=1.[CH3:19][C:20]([O-])([CH3:22])[CH3:21].[K+].BrCC(C)=C. Product: [C:13]1([CH:7]([C:1]2[CH:2]=[CH:3][CH:4]=[CH:5][CH:6]=2)[N:8]2[CH2:11][CH:10]([O:12][CH2:21][C:20]([CH3:22])=[CH2:19])[CH2:9]2)[CH:14]=[CH:15][CH:16]=[CH:17][CH:18]=1. The catalyst class is: 20. (3) Reactant: Br.[Br:2][CH:3]1[CH:9]([CH3:10])[CH2:8][NH:7][CH2:6][CH2:5][C:4]1=O.[C:12]([NH2:15])(=[S:14])[CH3:13]. Product: [BrH:2].[CH3:13][C:12]1[S:14][C:3]2[CH:9]([CH3:10])[CH2:8][NH:7][CH2:6][CH2:5][C:4]=2[N:15]=1. The catalyst class is: 8.